Dataset: Reaction yield outcomes from USPTO patents with 853,638 reactions. Task: Predict the reaction yield, written as a fraction of the theoretical maximum amount of product (1.0 means a 100% yield; for example, 0.34 means a 34% yield). (1) The reactants are C(N(C(C)C)C(C)C)C.Cl[C:11]([O:13][C:14]1[CH:19]=[CH:18][C:17]([CH2:20][C:21]2[CH:26]=[CH:25][C:24]([C:27]([F:30])([F:29])[F:28])=[CH:23][CH:22]=2)=[CH:16][CH:15]=1)=[O:12].[N:31]1[CH:36]=[CH:35][CH:34]=[CH:33][C:32]=1[CH2:37][CH2:38][N:39]1[CH2:44][CH2:43][NH:42][CH2:41][CH2:40]1. The catalyst is ClCCl. The product is [F:28][C:27]([F:30])([F:29])[C:24]1[CH:25]=[CH:26][C:21]([CH2:20][C:17]2[CH:18]=[CH:19][C:14]([O:13][C:11]([N:42]3[CH2:43][CH2:44][N:39]([CH2:38][CH2:37][C:32]4[CH:33]=[CH:34][CH:35]=[CH:36][N:31]=4)[CH2:40][CH2:41]3)=[O:12])=[CH:15][CH:16]=2)=[CH:22][CH:23]=1. The yield is 0.350. (2) The reactants are C([N:4]([CH2:20][CH:21](OCC)OCC)[C:5]([C:11]1[CH:16]=[C:15]([Cl:17])[CH:14]=[CH:13][C:12]=1[CH2:18][CH3:19])=[CH:6][C:7]([O:9][CH3:10])=[O:8])(=O)C.[Cl-].[Mg+2].[Cl-]. The catalyst is C(Cl)Cl.C(O)(C(F)(F)F)=O. The product is [Cl:17][C:15]1[CH:14]=[CH:13][C:12]([CH2:18][CH3:19])=[C:11]([C:5]2[NH:4][CH:20]=[CH:21][C:6]=2[C:7]([O:9][CH3:10])=[O:8])[CH:16]=1. The yield is 0.240. (3) The reactants are [I:1][C:2]1[CH:9]=[C:6]([CH:7]=[O:8])[C:5]([OH:10])=[CH:4][CH:3]=1.[C:11]([O:15][C:16]([N:18]1[CH2:22][CH2:21][C@H:20](OS(C)(=O)=O)[CH2:19]1)=[O:17])([CH3:14])([CH3:13])[CH3:12].C([O-])([O-])=O.[K+].[K+]. The catalyst is CN(C)C=O. The product is [C:11]([O:15][C:16]([N:18]1[CH2:22][CH2:21][CH:20]([O:10][C:5]2[CH:4]=[CH:3][C:2]([I:1])=[CH:9][C:6]=2[CH:7]=[O:8])[CH2:19]1)=[O:17])([CH3:14])([CH3:12])[CH3:13]. The yield is 0.600. (4) The reactants are [C:1]([C:3]1[C:11]2[C:6](=[CH:7][CH:8]=[C:9]([F:12])[CH:10]=2)[N:5]([NH:13][C:14]([C:16]2[C:17]([CH3:29])=[N:18][C:19]([C:22]3[CH:27]=[CH:26][CH:25]=[C:24]([F:28])[CH:23]=3)=[N:20][CH:21]=2)=[O:15])[CH:4]=1)#[N:2].[Si]([N:34]=[N+:35]=[N-:36])(C)(C)C.CCCC[N+](CCCC)(CCCC)CCCC.[F-]. The catalyst is C1(C)C=CC=CC=1.CCOC(C)=O. The product is [F:12][C:9]1[CH:10]=[C:11]2[C:6](=[CH:7][CH:8]=1)[N:5]([NH:13][C:14]([C:16]1[C:17]([CH3:29])=[N:18][C:19]([C:22]3[CH:27]=[CH:26][CH:25]=[C:24]([F:28])[CH:23]=3)=[N:20][CH:21]=1)=[O:15])[CH:4]=[C:3]2[C:1]1[NH:36][N:35]=[N:34][N:2]=1. The yield is 0.750. (5) The reactants are [CH3:1][NH:2][CH3:3].[CH2:4]=O.[S:6]1[C:13]2[CH:12]=[C:11]([C:14]([O:16][CH3:17])=[O:15])[NH:10][C:9]=2[CH:8]=[CH:7]1.[OH-].[Na+]. The catalyst is C(O)(=O)C. The product is [CH3:1][N:2]([CH2:4][C:12]1[C:13]2[S:6][CH:7]=[CH:8][C:9]=2[NH:10][C:11]=1[C:14]([O:16][CH3:17])=[O:15])[CH3:3]. The yield is 0.700. (6) The reactants are [CH:1]([S:4]([C:7]1[CH:12]=[CH:11][C:10]([C:13]2[N:14]=[C:15]3[CH:21]=[CH:20][NH:19][C:16]3=[N:17][CH:18]=2)=[CH:9][CH:8]=1)(=[O:6])=[O:5])([CH3:3])[CH3:2].[I:22]Cl.C(Cl)Cl. The catalyst is N1C=CC=CC=1. The product is [I:22][C:21]1[C:15]2[C:16](=[N:17][CH:18]=[C:13]([C:10]3[CH:9]=[CH:8][C:7]([S:4]([CH:1]([CH3:3])[CH3:2])(=[O:6])=[O:5])=[CH:12][CH:11]=3)[N:14]=2)[NH:19][CH:20]=1. The yield is 0.870. (7) The reactants are [CH3:1][C:2]1[O:6][N:5]=[C:4]([C:7]2[CH:12]=[CH:11][N:10]=[CH:9][N:8]=2)[C:3]=1[CH2:13][O:14][C:15]1[CH:23]=[CH:22][C:18]([C:19]([OH:21])=O)=[CH:17][N:16]=1.[CH:24]1([NH2:27])[CH2:26][CH2:25]1. No catalyst specified. The product is [CH:24]1([NH:27][C:19](=[O:21])[C:18]2[CH:22]=[CH:23][C:15]([O:14][CH2:13][C:3]3[C:4]([C:7]4[CH:12]=[CH:11][N:10]=[CH:9][N:8]=4)=[N:5][O:6][C:2]=3[CH3:1])=[N:16][CH:17]=2)[CH2:26][CH2:25]1. The yield is 0.810.